From a dataset of Catalyst prediction with 721,799 reactions and 888 catalyst types from USPTO. Predict which catalyst facilitates the given reaction. Reactant: F[C:2]1[CH:9]=[CH:8][C:5]([C:6]#[N:7])=[C:4]([CH3:10])[CH:3]=1.[CH2:11]([N:18]1[CH2:22][CH2:21][CH:20]([OH:23])[CH2:19]1)[C:12]1[CH:17]=[CH:16][CH:15]=[CH:14][CH:13]=1.[H-].[Na+]. Product: [CH2:11]([N:18]1[CH2:22][CH2:21][CH:20]([O:23][C:2]2[CH:9]=[CH:8][C:5]([C:6]#[N:7])=[C:4]([CH3:10])[CH:3]=2)[CH2:19]1)[C:12]1[CH:13]=[CH:14][CH:15]=[CH:16][CH:17]=1. The catalyst class is: 3.